This data is from NCI-60 drug combinations with 297,098 pairs across 59 cell lines. The task is: Regression. Given two drug SMILES strings and cell line genomic features, predict the synergy score measuring deviation from expected non-interaction effect. (1) Drug 1: C1CC(C1)(C(=O)O)C(=O)O.[NH2-].[NH2-].[Pt+2]. Drug 2: C1C(C(OC1N2C=NC(=NC2=O)N)CO)O. Cell line: HCT116. Synergy scores: CSS=27.4, Synergy_ZIP=-1.38, Synergy_Bliss=0.815, Synergy_Loewe=-3.30, Synergy_HSA=6.77. (2) Drug 1: C1CC(=O)NC(=O)C1N2CC3=C(C2=O)C=CC=C3N. Drug 2: C1CN(P(=O)(OC1)NCCCl)CCCl. Cell line: ACHN. Synergy scores: CSS=4.91, Synergy_ZIP=-2.07, Synergy_Bliss=-1.15, Synergy_Loewe=-31.8, Synergy_HSA=-0.684. (3) Drug 1: CCCCCOC(=O)NC1=NC(=O)N(C=C1F)C2C(C(C(O2)C)O)O. Drug 2: COC1=C2C(=CC3=C1OC=C3)C=CC(=O)O2. Cell line: SK-OV-3. Synergy scores: CSS=-6.71, Synergy_ZIP=3.87, Synergy_Bliss=-0.202, Synergy_Loewe=-7.13, Synergy_HSA=-6.33. (4) Drug 1: C1CCC(CC1)NC(=O)N(CCCl)N=O. Drug 2: COCCOC1=C(C=C2C(=C1)C(=NC=N2)NC3=CC=CC(=C3)C#C)OCCOC.Cl. Cell line: PC-3. Synergy scores: CSS=22.5, Synergy_ZIP=0.624, Synergy_Bliss=4.42, Synergy_Loewe=3.94, Synergy_HSA=4.20. (5) Drug 1: C1=CC(=CC=C1CCCC(=O)O)N(CCCl)CCCl. Drug 2: C1CC(C1)(C(=O)O)C(=O)O.[NH2-].[NH2-].[Pt+2]. Cell line: OVCAR-5. Synergy scores: CSS=10.2, Synergy_ZIP=-8.84, Synergy_Bliss=-7.37, Synergy_Loewe=-8.53, Synergy_HSA=-5.14.